Dataset: Forward reaction prediction with 1.9M reactions from USPTO patents (1976-2016). Task: Predict the product of the given reaction. (1) Given the reactants C(O)(=O)[C@@H]([C@H](C(O)=O)O)O.[OH-].[Na+].[I-].[Na+].[CH3:15][O:16][C:17]([C:19]1[CH:20]=[C:21]2[C:25](=[CH:26][CH:27]=1)[NH:24][C:23]([CH3:28])=[CH:22]2)=[O:18].[Cl:29][C:30]1[C:39]2[C:34](=[CH:35][CH:36]=[CH:37][CH:38]=2)[CH:33]=[N:32][C:31]=1[CH2:40]Cl, predict the reaction product. The product is: [Cl:29][C:30]1[C:39]2[C:34](=[CH:35][CH:36]=[CH:37][CH:38]=2)[CH:33]=[N:32][C:31]=1[CH2:40][C:22]1[C:21]2[C:25](=[CH:26][CH:27]=[C:19]([C:17]([O:16][CH3:15])=[O:18])[CH:20]=2)[NH:24][C:23]=1[CH3:28]. (2) The product is: [CH2:1]([O:5][C:6]1[CH:11]=[CH:10][C:9]([C:12]2[CH:17]=[CH:16][C:15]([B:25]([OH:28])[OH:26])=[C:14]([F:18])[C:13]=2[F:19])=[CH:8][CH:7]=1)[CH2:2][CH2:3][CH3:4]. Given the reactants [CH2:1]([O:5][C:6]1[CH:11]=[CH:10][C:9]([C:12]2[CH:17]=[CH:16][CH:15]=[C:14]([F:18])[C:13]=2[F:19])=[CH:8][CH:7]=1)[CH2:2][CH2:3][CH3:4].C([Li])(CC)C.[B:25](OC)([O:28]C)[O:26]C.Cl, predict the reaction product. (3) Given the reactants C[O:2][C:3]1[CH:4]=[C:5]([CH:21]=[CH:22][CH:23]=1)[CH:6]=[C:7]1[C:20]2[CH:19]=[CH:18][CH:17]=[CH:16][C:15]=2[CH2:14][C:13]2[C:8]1=[CH:9][CH:10]=[CH:11][CH:12]=2.Cl.N1C=CC=CC=1.Cl, predict the reaction product. The product is: [CH:19]1[C:20]2[C:7](=[CH:6][C:5]3[CH:4]=[C:3]([OH:2])[CH:23]=[CH:22][CH:21]=3)[C:8]3[C:13](=[CH:12][CH:11]=[CH:10][CH:9]=3)[CH2:14][C:15]=2[CH:16]=[CH:17][CH:18]=1. (4) Given the reactants [C:1]([C@@:8]([NH2:21])([CH2:19][OH:20])[C:9]([NH:11][CH2:12][C:13]1[CH:18]=[CH:17][CH:16]=[CH:15][CH:14]=1)=[O:10])([O:3][C:4]([CH3:7])([CH3:6])[CH3:5])=[O:2].[OH-].[Na+].O.S(OC)(O[CH3:29])(=O)=O, predict the reaction product. The product is: [C:1]([C@@:8]([NH2:21])([CH2:19][O:20][CH3:29])[C:9]([NH:11][CH2:12][C:13]1[CH:14]=[CH:15][CH:16]=[CH:17][CH:18]=1)=[O:10])([O:3][C:4]([CH3:7])([CH3:6])[CH3:5])=[O:2]. (5) Given the reactants C(O[C:4](=O)[CH2:5][C:6]([C@@H:8]1[CH2:12][CH2:11][CH2:10][N:9]1[C:13]([O:15]C(C)(C)C)=O)=O)C.[NH2:21]/[C:22](/[CH2:29][C:30]1[CH:35]=[CH:34][C:33]([F:36])=[CH:32][CH:31]=1)=[CH:23]\[C:24]([O:26][CH2:27][CH3:28])=[O:25].[C:37]([C:40]1[CH:47]=[CH:46][C:43](C=O)=[CH:42][CH:41]=1)([OH:39])=[O:38].N1CCCCC1.O=[N+]([O-])[O-].[O-][N+](=O)[O-].[O-][N+](=O)[O-].[O-][N+](=O)[O-].[O-][N+](=O)[O-].[O-][N+](=O)[O-].[Ce+4].[NH4+].[NH4+], predict the reaction product. The product is: [CH2:27]([O:26][C:24]([C:23]1[C:22]([CH2:29][C:30]2[CH:31]=[CH:32][C:33]([F:36])=[CH:34][CH:35]=2)=[N:21][C:6]2[C@H:8]3[N:9]([C:13](=[O:15])[C:5]=2[C:4]=1[C:43]1[CH:46]=[CH:47][C:40]([C:37]([OH:39])=[O:38])=[CH:41][CH:42]=1)[CH2:10][CH2:11][CH2:12]3)=[O:25])[CH3:28]. (6) Given the reactants [N:1]1([CH2:6][C:7]([O:9][CH2:10][CH3:11])=[O:8])[CH:5]=[CH:4][N:3]=[CH:2]1.C(O[CH:15](OCC)[N:16]([CH3:18])[CH3:17])C, predict the reaction product. The product is: [CH3:15][N:16]([CH:18]=[C:6]([N:1]1[CH:5]=[CH:4][N:3]=[CH:2]1)[C:7]([O:9][CH2:10][CH3:11])=[O:8])[CH3:17]. (7) Given the reactants O[CH2:2][C:3]1[CH:4]=[C:5]([C:10]2[CH:15]=[CH:14][C:13]([C:16]([O:18][CH3:19])=[O:17])=[CH:12][CH:11]=2)[CH:6]=[CH:7][C:8]=1[CH3:9].O=S(Cl)Cl.[Br:24][C:25]1[C:33]2[C:28](=[CH:29][CH:30]=[CH:31][CH:32]=2)[NH:27][C:26]=1[C:34]([O:36][CH2:37][CH3:38])=[O:35].C([O-])([O-])=O.[K+].[K+], predict the reaction product. The product is: [Br:24][C:25]1[C:33]2[C:28](=[CH:29][CH:30]=[CH:31][CH:32]=2)[N:27]([CH2:2][C:3]2[CH:4]=[C:5]([C:10]3[CH:15]=[CH:14][C:13]([C:16]([O:18][CH3:19])=[O:17])=[CH:12][CH:11]=3)[CH:6]=[CH:7][C:8]=2[CH3:9])[C:26]=1[C:34]([O:36][CH2:37][CH3:38])=[O:35]. (8) Given the reactants Cl.[C:2]1([C:8]2[S:12][C:11]3=[N:13][C:14]([NH:16][C:17]([C@@H:19]4[CH2:24][O:23][CH2:22][CH2:21][NH:20]4)=[O:18])=[CH:15][N:10]3[CH:9]=2)[CH:7]=[CH:6][CH:5]=[CH:4][CH:3]=1.[CH3:25][C:26]([O:29][C:30]([NH:32][C@@H:33]([C:40](O)=[O:41])[C:34]1[CH:39]=[CH:38][CH:37]=[CH:36][CH:35]=1)=[O:31])([CH3:28])[CH3:27].F[P-](F)(F)(F)(F)F.N1(O[P+](N(C)C)(N(C)C)N(C)C)C2C=CC=CC=2N=N1.C(N(CC)CC)C, predict the reaction product. The product is: [C:26]([O:29][C:30](=[O:31])[NH:32][C@@H:33]([C:34]1[CH:35]=[CH:36][CH:37]=[CH:38][CH:39]=1)[C:40](=[O:41])[N:20]1[CH2:21][CH2:22][O:23][CH2:24][C@@H:19]1[C:17](=[O:18])[NH:16][C:14]1[N:13]=[C:11]2[N:10]([CH:15]=1)[CH:9]=[C:8]([C:2]1[CH:3]=[CH:4][CH:5]=[CH:6][CH:7]=1)[S:12]2)([CH3:28])([CH3:25])[CH3:27]. (9) Given the reactants Br[C:2]1[CH:11]=[C:10]2[C:5]([CH2:6][NH:7][C:8](=[O:12])[NH:9]2)=[CH:4][CH:3]=1.NC1C=C([N:22]2[CH2:27][CH2:26][N:25]([C:28]([O:30][C:31]([CH3:34])([CH3:33])[CH3:32])=[O:29])[CH2:24][CH2:23]2)C=CC=1CN.C1N=CN(C(N2C=NC=C2)=O)C=1, predict the reaction product. The product is: [O:12]=[C:8]1[NH:7][CH2:6][C:5]2[C:10](=[CH:11][C:2]([N:22]3[CH2:23][CH2:24][N:25]([C:28]([O:30][C:31]([CH3:34])([CH3:33])[CH3:32])=[O:29])[CH2:26][CH2:27]3)=[CH:3][CH:4]=2)[NH:9]1.